This data is from Reaction yield outcomes from USPTO patents with 853,638 reactions. The task is: Predict the reaction yield, written as a fraction of the theoretical maximum amount of product (1.0 means a 100% yield; for example, 0.34 means a 34% yield). The reactants are [CH3:1][C:2]1[N:7]=[C:6]([N+:8]([O-])=O)[C:5]([OH:11])=[CH:4][CH:3]=1. The catalyst is [Pd].C(OCC)(=O)C. The product is [NH2:8][C:6]1[C:5]([OH:11])=[CH:4][CH:3]=[C:2]([CH3:1])[N:7]=1. The yield is 0.990.